Dataset: Full USPTO retrosynthesis dataset with 1.9M reactions from patents (1976-2016). Task: Predict the reactants needed to synthesize the given product. (1) Given the product [F:22][C:23]1([F:37])[CH2:25][CH:24]1[CH2:26][O:27][C:28]1[CH:36]=[CH:35][C:31]([C:32]([NH:1][CH:2]([CH2:10][C:11]2[CH:12]=[CH:13][C:14]([O:17][C:18]([F:19])([F:20])[F:21])=[CH:15][CH:16]=2)[C:3]([OH:5])=[O:4])=[O:33])=[CH:30][CH:29]=1, predict the reactants needed to synthesize it. The reactants are: [NH2:1][CH:2]([CH2:10][C:11]1[CH:16]=[CH:15][C:14]([O:17][C:18]([F:21])([F:20])[F:19])=[CH:13][CH:12]=1)[C:3]([O:5]C(C)(C)C)=[O:4].[F:22][C:23]1([F:37])[CH2:25][CH:24]1[CH2:26][O:27][C:28]1[CH:36]=[CH:35][C:31]([C:32](O)=[O:33])=[CH:30][CH:29]=1. (2) Given the product [NH2:1][C:2]1[N:3]=[CH:4][C:5]2[S:10][C:9](=[O:11])[N:8]([C@@H:12]3[O:24][C@H:23]([CH2:25][OH:26])[C@@H:18]([O:19][C:20](=[O:22])[CH3:21])[C@H:13]3[O:14][C:15](=[O:17])[CH3:16])[C:6]=2[N:7]=1, predict the reactants needed to synthesize it. The reactants are: [NH2:1][C:2]1[N:3]=[CH:4][C:5]2[S:10][C:9](=[O:11])[N:8]([C@@H:12]3[O:24][C@H:23]([CH2:25][O:26]C(=O)C)[C@@H:18]([O:19][C:20](=[O:22])[CH3:21])[C@H:13]3[O:14][C:15](=[O:17])[CH3:16])[C:6]=2[N:7]=1.P([O-])([O-])([O-])=O.[Na+].[Na+].[Na+]. (3) Given the product [F:41][C:40]([F:43])([F:42])[C:38]([OH:44])=[O:39].[CH3:32][N:33]([CH3:37])[CH2:34][CH2:35][O:20][C:14]1([C:12]2[CH:11]=[CH:10][C:9]([NH:21][C:22]([C:24]3[NH:25][C:26]([C:29]#[N:30])=[CH:27][N:28]=3)=[O:23])=[C:8]([C:5]3[CH2:6][CH2:7][C:2]([CH3:31])([CH3:1])[CH2:3][CH:4]=3)[CH:13]=2)[CH2:19][CH2:18][O:17][CH2:16][CH2:15]1, predict the reactants needed to synthesize it. The reactants are: [CH3:1][C:2]1([CH3:31])[CH2:7][CH2:6][C:5]([C:8]2[CH:13]=[C:12]([C:14]3([OH:20])[CH2:19][CH2:18][O:17][CH2:16][CH2:15]3)[CH:11]=[CH:10][C:9]=2[NH:21][C:22]([C:24]2[NH:25][C:26]([C:29]#[N:30])=[CH:27][N:28]=2)=[O:23])=[CH:4][CH2:3]1.[CH3:32][N:33]([CH3:37])[CH2:34][CH2:35]O.[C:38]([OH:44])([C:40]([F:43])([F:42])[F:41])=[O:39]. (4) Given the product [OH:48][C:41]1[C:40]([CH2:39][NH:38][C:14](=[O:16])[C:13]2[CH:12]=[CH:11][C:10]([CH:8]([O:7][C:2]3[CH:3]=[CH:4][CH:5]=[CH:6][N:1]=3)[CH3:9])=[CH:18][CH:17]=2)=[C:45]([CH3:46])[CH:44]=[C:43]([CH3:47])[N:42]=1, predict the reactants needed to synthesize it. The reactants are: [N:1]1[CH:6]=[CH:5][CH:4]=[CH:3][C:2]=1[O:7][CH:8]([C:10]1[CH:18]=[CH:17][C:13]([C:14]([OH:16])=O)=[CH:12][CH:11]=1)[CH3:9].Cl.CN(C)CCCN=C=NCC.C(N(CC)CC)C.[NH2:38][CH2:39][C:40]1[C:41]([OH:48])=[N:42][C:43]([CH3:47])=[CH:44][C:45]=1[CH3:46]. (5) Given the product [Cl:14][C:10]1[CH:9]=[C:8]2[C:13](=[CH:12][CH:11]=1)[N:5]([CH2:4][CH2:3][CH2:2][S:21][CH3:20])[C:6]([C:15]([O:17][CH2:18][CH3:19])=[O:16])=[CH:7]2, predict the reactants needed to synthesize it. The reactants are: Br[CH2:2][CH2:3][CH2:4][N:5]1[C:13]2[C:8](=[CH:9][C:10]([Cl:14])=[CH:11][CH:12]=2)[CH:7]=[C:6]1[C:15]([O:17][CH2:18][CH3:19])=[O:16].[CH3:20][S-:21].[Na+]. (6) Given the product [C:1]1([C:20]2[CH:21]=[CH:22][CH:23]=[CH:24][CH:25]=2)[CH:6]=[CH:5][C:4]([C:7]2[CH:8]=[N:9][N:10]([C:12]3[CH:13]=[C:14]([OH:18])[CH:15]=[CH:16][CH:17]=3)[CH:11]=2)=[CH:3][CH:2]=1, predict the reactants needed to synthesize it. The reactants are: [C:1]1([C:20]2[CH:25]=[CH:24][CH:23]=[CH:22][CH:21]=2)[CH:6]=[CH:5][C:4]([C:7]2[CH:8]=[N:9][N:10]([C:12]3[CH:17]=[CH:16][CH:15]=[C:14]([O:18]C)[CH:13]=3)[CH:11]=2)=[CH:3][CH:2]=1. (7) Given the product [CH2:3]([C:4]1[CH:10]=[C:9]([CH2:8][OH:11])[O:6][N:5]=1)[CH:2]([CH3:7])[CH3:1], predict the reactants needed to synthesize it. The reactants are: [CH3:1][CH:2]([CH3:7])[CH2:3][CH:4]=[N:5][OH:6].[CH2:8]([OH:11])[C:9]#[CH:10]. (8) Given the product [O:1]1[C:5]2[CH:6]=[CH:7][C:8]([C:10]3([C:13]([NH:15][C:16]4[CH:17]=[C:18]([C:33]5[CH:40]=[CH:39][C:36]([C:37]#[N:38])=[C:35]([Cl:41])[CH:34]=5)[C:19]([CH3:22])=[CH:20][CH:21]=4)=[O:14])[CH2:11][CH2:12]3)=[CH:9][C:4]=2[O:3][CH2:2]1, predict the reactants needed to synthesize it. The reactants are: [O:1]1[C:5]2[CH:6]=[CH:7][C:8]([C:10]3([C:13]([NH:15][C:16]4[CH:21]=[CH:20][C:19]([CH3:22])=[C:18](B5OC(C)(C)C(C)(C)O5)[CH:17]=4)=[O:14])[CH2:12][CH2:11]3)=[CH:9][C:4]=2[O:3][CH2:2]1.Br[C:33]1[CH:40]=[CH:39][C:36]([C:37]#[N:38])=[C:35]([Cl:41])[CH:34]=1.C(=O)([O-])[O-].[K+].[K+].